From a dataset of Full USPTO retrosynthesis dataset with 1.9M reactions from patents (1976-2016). Predict the reactants needed to synthesize the given product. (1) Given the product [CH:1]1([CH2:6][C:7]([NH:11][C@H:12]([C:14]([C:16]2([NH2:37])[C:22](=[O:23])[N:21]([CH2:24][CH:25]3[CH2:26][CH2:27]3)[C:20]3[CH:28]=[CH:29][CH:30]=[CH:31][C:19]=3[N:18]([CH2:32][CH:33]3[CH2:35][CH2:34]3)[C:17]2=[O:36])=[O:15])[CH3:13])=[O:9])[CH2:2][CH2:3][CH2:4][CH2:5]1, predict the reactants needed to synthesize it. The reactants are: [CH:1]1([CH2:6][C:7]([OH:9])=O)[CH2:5][CH2:4][CH2:3][CH2:2]1.Cl.[NH2:11][C@H:12]([C:14]([C:16]1([NH2:37])[C:22](=[O:23])[N:21]([CH2:24][CH:25]2[CH2:27][CH2:26]2)[C:20]2[CH:28]=[CH:29][CH:30]=[CH:31][C:19]=2[N:18]([CH2:32][CH:33]2[CH2:35][CH2:34]2)[C:17]1=[O:36])=[O:15])[CH3:13]. (2) Given the product [ClH:28].[NH:8]1[CH2:9][CH:10]([C:12]2[C:21]([C:22]3[CH:27]=[CH:26][CH:25]=[CH:24][CH:23]=3)=[CH:20][C:19]3[C:14](=[CH:15][CH:16]=[CH:17][CH:18]=3)[N:13]=2)[CH2:11]1, predict the reactants needed to synthesize it. The reactants are: C(OC([N:8]1[CH2:11][CH:10]([C:12]2[C:21]([C:22]3[CH:27]=[CH:26][CH:25]=[CH:24][CH:23]=3)=[CH:20][C:19]3[C:14](=[CH:15][CH:16]=[CH:17][CH:18]=3)[N:13]=2)[CH2:9]1)=O)(C)(C)C.[ClH:28].CO. (3) The reactants are: [Cl:1][C:2]1[CH:7]=[CH:6][C:5]([C:8]2[C:13]([O:14][CH2:15][CH:16]3[CH2:18][CH2:17]3)=[CH:12][N:11]=[C:10]([C:19]([OH:21])=O)[N:9]=2)=[CH:4][CH:3]=1.[CH:22]1([C:25]2[O:29][N:28]=[C:27]([CH2:30][NH2:31])[N:26]=2)[CH2:24][CH2:23]1. Given the product [CH:22]1([C:25]2[O:29][N:28]=[C:27]([CH2:30][NH:31][C:19]([C:10]3[N:9]=[C:8]([C:5]4[CH:4]=[CH:3][C:2]([Cl:1])=[CH:7][CH:6]=4)[C:13]([O:14][CH2:15][CH:16]4[CH2:17][CH2:18]4)=[CH:12][N:11]=3)=[O:21])[N:26]=2)[CH2:24][CH2:23]1, predict the reactants needed to synthesize it. (4) Given the product [Cl:1][C:2]1[CH:3]=[CH:4][C:5]([C:28]([F:31])([F:30])[F:29])=[C:6]([CH:27]=1)[CH2:7][N:8]1[CH2:13][CH2:12][NH:11][C:10]2[N:14]=[CH:15][C:16]([C:18]3[CH:19]=[C:20]([C:21]([N:43]4[CH2:42][CH2:41][N:40]([C:37]5[CH:36]=[CH:35][C:34]([O:33][CH3:32])=[CH:39][CH:38]=5)[CH2:45][CH2:44]4)=[O:22])[CH:24]=[CH:25][CH:26]=3)=[CH:17][C:9]1=2, predict the reactants needed to synthesize it. The reactants are: [Cl:1][C:2]1[CH:3]=[CH:4][C:5]([C:28]([F:31])([F:30])[F:29])=[C:6]([CH:27]=1)[CH2:7][N:8]1[CH2:13][CH2:12][NH:11][C:10]2[N:14]=[CH:15][C:16]([C:18]3[CH:19]=[C:20]([CH:24]=[CH:25][CH:26]=3)[C:21](O)=[O:22])=[CH:17][C:9]1=2.[CH3:32][O:33][C:34]1[CH:39]=[CH:38][C:37]([N:40]2[CH2:45][CH2:44][NH:43][CH2:42][CH2:41]2)=[CH:36][CH:35]=1. (5) Given the product [CH3:1][O:2][C:3]1[N:8]=[CH:7][C:6]([CH2:9][O:10][C:16]2[CH:17]=[CH:18][N:19]=[C:14]([NH2:13])[N:15]=2)=[CH:5][CH:4]=1, predict the reactants needed to synthesize it. The reactants are: [CH3:1][O:2][C:3]1[N:8]=[CH:7][C:6]([CH2:9][OH:10])=[CH:5][CH:4]=1.[H-].[Na+].[NH2:13][C:14]1[N:19]=[C:18](Cl)[CH:17]=[CH:16][N:15]=1.